Dataset: Reaction yield outcomes from USPTO patents with 853,638 reactions. Task: Predict the reaction yield, written as a fraction of the theoretical maximum amount of product (1.0 means a 100% yield; for example, 0.34 means a 34% yield). (1) The reactants are [F:1][C:2]1[CH:3]=[CH:4][C:5]([N+:9]([O-:11])=[O:10])=[C:6]([CH:8]=1)[NH2:7].O[CH2:13][CH:14]([CH2:16]O)O.[Na+].[N+](C1C=C(S([O-])(=O)=O)C=CC=1)([O-])=O.OS(O)(=O)=O.O. No catalyst specified. The product is [F:1][C:2]1[CH:3]=[CH:4][C:5]([N+:9]([O-:11])=[O:10])=[C:6]2[C:8]=1[CH:13]=[CH:14][CH:16]=[N:7]2. The yield is 0.600. (2) The reactants are C([O:3][C:4](=[O:43])[CH2:5][CH:6]([C:29]1[CH:34]=[CH:33][CH:32]=[C:31]([O:35][CH2:36][C:37]2[CH:42]=[CH:41][CH:40]=[CH:39][CH:38]=2)[CH:30]=1)[N:7]1[C:15]2[C:10](=[CH:11][C:12]([O:16][CH2:17][CH2:18][C:19]3[CH:28]=[CH:27][C:26]4[CH2:25][CH2:24][CH2:23][NH:22][C:21]=4[N:20]=3)=[CH:13][CH:14]=2)[CH:9]=[CH:8]1)C.[OH-].[Li+].[Cl-].[NH4+]. No catalyst specified. The product is [CH2:36]([O:35][C:31]1[CH:30]=[C:29]([CH:6]([N:7]2[C:15]3[C:10](=[CH:11][C:12]([O:16][CH2:17][CH2:18][C:19]4[CH:28]=[CH:27][C:26]5[CH2:25][CH2:24][CH2:23][NH:22][C:21]=5[N:20]=4)=[CH:13][CH:14]=3)[CH:9]=[CH:8]2)[CH2:5][C:4]([OH:43])=[O:3])[CH:34]=[CH:33][CH:32]=1)[C:37]1[CH:42]=[CH:41][CH:40]=[CH:39][CH:38]=1. The yield is 0.250. (3) The reactants are Br[C:2]1[C:17]([O:18][CH2:19][C:20]2[CH:25]=[CH:24][CH:23]=[C:22]([C:26]3[CH:35]=[CH:34][C:29]4[O:30][CH2:31][CH2:32][O:33][C:28]=4[CH:27]=3)[C:21]=2[CH3:36])=[CH:16][C:5]([O:6][CH2:7][C:8]2[CH:9]=[C:10]([CH:13]=[CH:14][CH:15]=2)[C:11]#[N:12])=[C:4]([CH:37]=[O:38])[CH:3]=1.[Cl-].[Li+].[CH2:41]([Sn](CCCC)(CCCC)C=C)[CH2:42]CC.[F-].[K+]. The catalyst is Cl[Pd](Cl)([P](C1C=CC=CC=1)(C1C=CC=CC=1)C1C=CC=CC=1)[P](C1C=CC=CC=1)(C1C=CC=CC=1)C1C=CC=CC=1.CN(C=O)C. The product is [O:30]1[CH2:31][CH2:32][O:33][C:28]2[CH:27]=[C:26]([C:22]3[C:21]([CH3:36])=[C:20]([CH:25]=[CH:24][CH:23]=3)[CH2:19][O:18][C:17]3[C:2]([CH:41]=[CH2:42])=[CH:3][C:4]([CH:37]=[O:38])=[C:5]([CH:16]=3)[O:6][CH2:7][C:8]3[CH:9]=[C:10]([CH:13]=[CH:14][CH:15]=3)[C:11]#[N:12])[CH:35]=[CH:34][C:29]1=2. The yield is 0.634. (4) The reactants are [F:1][C:2]1[CH:19]=[CH:18][C:5]([CH2:6][N:7]2[C:12](=O)[C@H:11]([CH3:14])[NH:10][C:9](=O)[C@H:8]2[CH2:16][OH:17])=[CH:4][CH:3]=1.[H-].[Al+3].[Li+].[H-].[H-].[H-]. The catalyst is O1CCCC1. The product is [F:1][C:2]1[CH:19]=[CH:18][C:5]([CH2:6][N:7]2[CH2:12][C@H:11]([CH3:14])[NH:10][CH2:9][C@@H:8]2[CH2:16][OH:17])=[CH:4][CH:3]=1. The yield is 0.900. (5) The reactants are [Cl:1][C:2]1[CH:11]=[C:10]2[C:5]([C:6]([C:28]3[CH:33]=[CH:32][CH:31]=[CH:30][CH:29]=3)=[C:7]([CH2:13][C:14]([NH:16][C:17]3[CH:22]=[CH:21][C:20]([Cl:23])=[CH:19][C:18]=3[C:24]([F:27])([F:26])[F:25])=[O:15])[C:8](=[O:12])[O:9]2)=[CH:4][C:3]=1[OH:34].[CH2:35]([O:37][CH2:38][CH2:39]Cl)[CH3:36].[C:41](=O)([O-])[O-].[K+].[K+].[I-].[Na+]. The catalyst is CN(C=O)C.O. The product is [Cl:1][C:2]1[CH:11]=[C:10]2[C:5]([C:6]([C:28]3[CH:33]=[CH:32][CH:31]=[CH:30][CH:29]=3)=[C:7]([CH2:13][C:14]([NH:16][C:17]3[CH:22]=[CH:21][C:20]([Cl:23])=[CH:19][C:18]=3[C:24]([F:25])([F:27])[F:26])=[O:15])[C:8](=[O:12])[O:9]2)=[CH:4][C:3]=1[O:34][CH2:36][CH2:35][O:37][CH2:38][CH2:39][CH3:41]. The yield is 0.430.